From a dataset of Forward reaction prediction with 1.9M reactions from USPTO patents (1976-2016). Predict the product of the given reaction. Given the reactants [CH2:1]([O:8][C:9]1[CH:18]=[C:17]2[C:12]([C:13](=O)[NH:14][CH:15]=[N:16]2)=[CH:11][CH:10]=1)[C:2]1[CH:7]=[CH:6][CH:5]=[CH:4][CH:3]=1.CN(C=O)C.S(Cl)([Cl:27])=O, predict the reaction product. The product is: [CH2:1]([O:8][C:9]1[CH:18]=[C:17]2[C:12]([C:13]([Cl:27])=[N:14][CH:15]=[N:16]2)=[CH:11][CH:10]=1)[C:2]1[CH:7]=[CH:6][CH:5]=[CH:4][CH:3]=1.